Dataset: Full USPTO retrosynthesis dataset with 1.9M reactions from patents (1976-2016). Task: Predict the reactants needed to synthesize the given product. (1) Given the product [C:40]([C:10]1[N:9]=[C:8]([NH:7][CH2:6][C:5]2[CH:35]=[CH:36][C:37]([O:38][CH3:39])=[C:3]([O:2][CH3:1])[CH:4]=2)[N:13]2[N:14]=[C:15]([C:17]3[O:18][CH:19]=[CH:20][CH:21]=3)[N:16]=[C:12]2[CH:11]=1)(=[O:47])[C:41]1[CH:46]=[CH:45][CH:44]=[CH:43][CH:42]=1, predict the reactants needed to synthesize it. The reactants are: [CH3:1][O:2][C:3]1[CH:4]=[C:5]([CH:35]=[CH:36][C:37]=1[O:38][CH3:39])[CH2:6][NH:7][C:8]1[N:13]2[N:14]=[C:15]([C:17]3[O:18][CH:19]=[CH:20][CH:21]=3)[N:16]=[C:12]2[CH:11]=[C:10]([Sn](CCCC)(CCCC)CCCC)[N:9]=1.[C:40](Cl)(=[O:47])[C:41]1[CH:46]=[CH:45][CH:44]=[CH:43][CH:42]=1.C(=O)(O)[O-].[Na+].CCCCCC. (2) Given the product [Br:1][C:2]1[CH:10]=[CH:9][C:5]([C:6]2[O:7][CH:15]=[C:13]([CH2:12][Cl:11])[N:8]=2)=[CH:4][CH:3]=1, predict the reactants needed to synthesize it. The reactants are: [Br:1][C:2]1[CH:10]=[CH:9][C:5]([C:6]([NH2:8])=[O:7])=[CH:4][CH:3]=1.[Cl:11][CH2:12][C:13]([CH2:15]Cl)=O. (3) Given the product [CH2:32]([C:29]1[N:28]=[C:27]([CH2:26][N:5]2[C:4]3[CH:3]=[C:2]([C:36]4[CH:37]=[CH:38][CH:39]=[CH:40][C:35]=4[F:34])[S:10][C:9]=3[C:8](=[O:11])[N:7]([CH:12]3[CH2:13][CH2:14][N:15]([C:18]([O:20][C:21]([CH3:23])([CH3:24])[CH3:22])=[O:19])[CH2:16][CH2:17]3)[C:6]2=[O:25])[O:31][N:30]=1)[CH3:33], predict the reactants needed to synthesize it. The reactants are: Br[C:2]1[S:10][C:9]2[C:8](=[O:11])[N:7]([CH:12]3[CH2:17][CH2:16][N:15]([C:18]([O:20][C:21]([CH3:24])([CH3:23])[CH3:22])=[O:19])[CH2:14][CH2:13]3)[C:6](=[O:25])[N:5]([CH2:26][C:27]3[O:31][N:30]=[C:29]([CH2:32][CH3:33])[N:28]=3)[C:4]=2[CH:3]=1.[F:34][C:35]1[CH:40]=[CH:39][CH:38]=[CH:37][C:36]=1B(O)O.C(=O)([O-])[O-].[Cs+].[Cs+].COCCOC. (4) Given the product [CH3:1][O:2][C:3]1[CH:8]=[CH:7][C:6]([O:9][CH3:10])=[CH:5][C:4]=1[C:11](=[O:27])/[CH:12]=[CH:13]/[C:14](/[C:21]1[CH:22]=[CH:23][CH:24]=[CH:25][CH:26]=1)=[CH:15]/[C:16]([OH:18])=[O:17], predict the reactants needed to synthesize it. The reactants are: [CH3:1][O:2][C:3]1[CH:8]=[CH:7][C:6]([O:9][CH3:10])=[CH:5][C:4]=1[C:11](=[O:27])/[CH:12]=[CH:13]/[C:14](/[C:21]1[CH:26]=[CH:25][CH:24]=[CH:23][CH:22]=1)=[CH:15]/[C:16]([O:18]CC)=[O:17].C(O)C.C(=O)(O)[O-].[Na+]. (5) Given the product [CH3:14][O:12][C:11]([C:7]1[C:6]([NH2:5])=[CH:10][S:9][N:8]=1)=[O:13], predict the reactants needed to synthesize it. The reactants are: S(Cl)(Cl)=O.[NH2:5][C:6]1[C:7]([C:11]([OH:13])=[O:12])=[N:8][S:9][CH:10]=1.[CH3:14]O. (6) The reactants are: Br[C:2]1[CH:11]=[CH:10][CH:9]=[C:8]2[C:3]=1[CH:4]=[CH:5][C:6]([NH:12][CH2:13][C:14]1[CH:19]=[CH:18][CH:17]=[CH:16][C:15]=1[O:20][CH3:21])=[N:7]2.[CH2:22]=[CH:23][C:24]1[CH:29]=[CH:28][CH:27]=[CH:26][CH:25]=1.C(N(CC)CC)C.C1(C)C=CC=CC=1P(C1C=CC=CC=1C)C1C=CC=CC=1C. Given the product [CH3:21][O:20][C:15]1[CH:16]=[CH:17][CH:18]=[CH:19][C:14]=1[CH2:13][NH:12][C:6]1[CH:5]=[CH:4][C:3]2[C:8](=[CH:9][CH:10]=[CH:11][C:2]=2/[CH:22]=[CH:23]/[C:24]2[CH:29]=[CH:28][CH:27]=[CH:26][CH:25]=2)[N:7]=1, predict the reactants needed to synthesize it. (7) Given the product [C:8]([C:4]1[CH:3]=[C:2]([B:21]2[O:25][C:24]([CH3:27])([CH3:26])[C:23]([CH3:29])([CH3:28])[O:22]2)[CH:7]=[CH:6][N:5]=1)([CH3:11])([CH3:10])[CH3:9], predict the reactants needed to synthesize it. The reactants are: Br[C:2]1[CH:7]=[CH:6][N:5]=[C:4]([C:8]([CH3:11])([CH3:10])[CH3:9])[CH:3]=1.[Li]CCCC.C(O[B:21]1[O:25][C:24]([CH3:27])([CH3:26])[C:23]([CH3:29])([CH3:28])[O:22]1)(C)C. (8) Given the product [Cl:31][C:32]1[CH:38]=[CH:9][C:10]([NH:13][C:14]([C:16]2[S:17][CH:18]=[CH:19][C:20]=2[NH:21][C:22]2[CH:27]=[CH:26][N:25]=[C:24]3[NH:28][CH:29]=[CH:30][C:23]=23)=[O:15])=[CH:11][CH:33]=1, predict the reactants needed to synthesize it. The reactants are: C(OC(N1C[CH2:11][CH:10]([NH:13][C:14]([C:16]2[S:17][CH:18]=[CH:19][C:20]=2[NH:21][C:22]2[CH:27]=[CH:26][N:25]=[C:24]3[NH:28][CH:29]=[CH:30][C:23]=23)=[O:15])[CH2:9]1)=O)(C)(C)C.[Cl:31][C:32]1[CH:38]=CC(N)=C[CH:33]=1. (9) Given the product [Cl:1][C:2]1[CH:3]=[C:4]([N:13]([CH2:26][CH3:27])[CH:14]2[CH2:19][CH2:18][O:17][CH2:16][CH2:15]2)[C:5]([CH3:12])=[C:6]([CH:11]=1)[C:7]([O:9][CH3:10])=[O:8], predict the reactants needed to synthesize it. The reactants are: [Cl:1][C:2]1[CH:3]=[C:4]([NH:13][CH:14]2[CH2:19][CH2:18][O:17][CH2:16][CH2:15]2)[C:5]([CH3:12])=[C:6]([CH:11]=1)[C:7]([O:9][CH3:10])=[O:8].C(=O)([O-])[O-].[Cs+].[Cs+].[CH2:26](I)[CH3:27]. (10) Given the product [I:9][C:10]1[CH:15]=[CH:14][C:13]([S:16]([NH:8][CH2:7][CH2:6][N:1]2[CH2:5][CH2:4][CH2:3][CH2:2]2)(=[O:18])=[O:17])=[CH:12][CH:11]=1, predict the reactants needed to synthesize it. The reactants are: [N:1]1([CH2:6][CH2:7][NH2:8])[CH2:5][CH2:4][CH2:3][CH2:2]1.[I:9][C:10]1[CH:15]=[CH:14][C:13]([S:16](Cl)(=[O:18])=[O:17])=[CH:12][CH:11]=1.